This data is from Catalyst prediction with 721,799 reactions and 888 catalyst types from USPTO. The task is: Predict which catalyst facilitates the given reaction. (1) Reactant: [CH:1]1([C:6]2[CH:31]=[CH:30][C:9]([CH2:10][O:11][C:12]3[CH:20]=[CH:19][C:18]4[NH:17][C:16]5[CH:21]([CH2:24][C:25]([O:27]CC)=[O:26])[CH2:22][CH2:23][C:15]=5[C:14]=4[CH:13]=3)=[CH:8][C:7]=2[C:32]([F:35])([F:34])[F:33])[CH2:5][CH2:4][CH2:3][CH2:2]1.O[Li].O.Cl. Product: [CH:1]1([C:6]2[CH:31]=[CH:30][C:9]([CH2:10][O:11][C:12]3[CH:20]=[CH:19][C:18]4[NH:17][C:16]5[CH:21]([CH2:24][C:25]([OH:27])=[O:26])[CH2:22][CH2:23][C:15]=5[C:14]=4[CH:13]=3)=[CH:8][C:7]=2[C:32]([F:35])([F:33])[F:34])[CH2:5][CH2:4][CH2:3][CH2:2]1. The catalyst class is: 12. (2) Reactant: [CH:1]1([CH:7]([NH:22][C:23]2[CH:31]=[CH:30][C:26]([C:27](O)=[O:28])=[CH:25][CH:24]=2)[C:8]2[CH:12]=[C:11]([C:13]3[CH:14]=[N:15][CH:16]=[C:17]([O:19][CH3:20])[CH:18]=3)[O:10][C:9]=2[CH3:21])[CH2:6][CH2:5][CH2:4][CH2:3][CH2:2]1.[CH3:32][NH:33][CH2:34][CH2:35][C:36]([O:38]CC)=[O:37].Cl.C(N=C=NCCCN(C)C)C.O.OC1C2N=NNC=2C=CC=1. Product: [CH:1]1([CH:7]([NH:22][C:23]2[CH:31]=[CH:30][C:26]([C:27]([N:33]([CH3:32])[CH2:34][CH2:35][C:36]([OH:38])=[O:37])=[O:28])=[CH:25][CH:24]=2)[C:8]2[CH:12]=[C:11]([C:13]3[CH:14]=[N:15][CH:16]=[C:17]([O:19][CH3:20])[CH:18]=3)[O:10][C:9]=2[CH3:21])[CH2:6][CH2:5][CH2:4][CH2:3][CH2:2]1. The catalyst class is: 842. (3) Reactant: [NH2:1][CH2:2][CH2:3][S:4][S:5][CH2:6][CH2:7][NH2:8].C(N([CH2:14][CH3:15])CC)C.[C:16](Cl)(=[O:34])[CH2:17][CH2:18][CH2:19][CH2:20][CH2:21][CH2:22][CH2:23][CH2:24][CH2:25][CH2:26][CH2:27][CH2:28][CH2:29][CH2:30][CH2:31][CH2:32][CH3:33]. Product: [C:16]([NH:1][CH2:2][CH2:3][S:4][S:5][CH2:6][CH2:7][NH:8][C:16](=[O:34])[CH2:17][CH2:18][CH2:19][CH2:20][CH2:21][CH2:22][CH2:23][CH2:24][CH2:25][CH2:26][CH2:27][CH2:28][CH2:29][CH2:30][CH2:31][CH2:14][CH3:15])(=[O:34])[CH2:17][CH2:18][CH2:19][CH2:20][CH2:21][CH2:22][CH2:23][CH2:24][CH2:25][CH2:26][CH2:27][CH2:28][CH2:29][CH2:30][CH2:31][CH2:32][CH3:33]. The catalyst class is: 2. (4) Reactant: [C:1]([O:5][C:6]([N:8]1[CH2:13][CH2:12][CH:11]([NH:14][CH2:15][C:16]2[C:24]3[C:23]([C:25](O)=[O:26])=[CH:22][CH:21]=[N:20][C:19]=3[NH:18][CH:17]=2)[CH2:10][CH2:9]1)=[O:7])([CH3:4])([CH3:3])[CH3:2].CN(C(ON1N=NC2C=CC=NC1=2)=[N+](C)C)C.F[P-](F)(F)(F)(F)F.N1C=CC=CC=1. Product: [O:26]=[C:25]1[C:23]2[CH:22]=[CH:21][N:20]=[C:19]3[NH:18][CH:17]=[C:16]([C:24]=23)[CH2:15][N:14]1[CH:11]1[CH2:10][CH2:9][N:8]([C:6]([O:5][C:1]([CH3:2])([CH3:4])[CH3:3])=[O:7])[CH2:13][CH2:12]1. The catalyst class is: 3.